Dataset: Catalyst prediction with 721,799 reactions and 888 catalyst types from USPTO. Task: Predict which catalyst facilitates the given reaction. (1) Reactant: [H-].[K+].[NH2:3][C:4]12[CH2:13][CH:8]3[CH2:9][CH:10]([CH2:12][C:6]([OH:14])([CH2:7]3)[CH2:5]1)[CH2:11]2.I[CH3:16]. Product: [CH3:16][O:14][C:6]12[CH2:12][CH:10]3[CH2:9][CH:8]([CH2:13][C:4]([NH2:3])([CH2:11]3)[CH2:5]1)[CH2:7]2. The catalyst class is: 595. (2) Reactant: C[O:2][C:3]([C:5]1[CH:14]=[C:13]2[C:8]([CH2:9][CH2:10][CH2:11][N:12]2[S:15]([C:18]2[CH:23]=[C:22]([CH3:24])[CH:21]=[CH:20][C:19]=2[O:25][CH3:26])(=[O:17])=[O:16])=[CH:7][CH:6]=1)=[O:4].[OH-].[K+].O. Product: [CH3:26][O:25][C:19]1[CH:20]=[CH:21][C:22]([CH3:24])=[CH:23][C:18]=1[S:15]([N:12]1[C:13]2[C:8](=[CH:7][CH:6]=[C:5]([C:3]([OH:4])=[O:2])[CH:14]=2)[CH2:9][CH2:10][CH2:11]1)(=[O:16])=[O:17]. The catalyst class is: 111.